This data is from Full USPTO retrosynthesis dataset with 1.9M reactions from patents (1976-2016). The task is: Predict the reactants needed to synthesize the given product. (1) Given the product [CH3:5][C:6]1([CH3:38])[CH2:9][C:8]([C:16]2[CH:25]=[C:24]([O:26][CH2:27][C:28]3[CH:37]=[CH:36][C:35]4[C:30](=[CH:31][CH:32]=[CH:33][CH:34]=4)[N:29]=3)[CH:23]=[CH:22][C:17]=2[C:18]2[O:19][C:1](=[S:2])[NH:21][N:20]=2)([C:10]2[CH:11]=[CH:12][CH:13]=[CH:14][CH:15]=2)[CH2:7]1, predict the reactants needed to synthesize it. The reactants are: [C:1](Cl)(Cl)=[S:2].[CH3:5][C:6]1([CH3:38])[CH2:9][C:8]([C:16]2[CH:25]=[C:24]([O:26][CH2:27][C:28]3[CH:37]=[CH:36][C:35]4[C:30](=[CH:31][CH:32]=[CH:33][CH:34]=4)[N:29]=3)[CH:23]=[CH:22][C:17]=2[C:18]([NH:20][NH2:21])=[O:19])([C:10]2[CH:15]=[CH:14][CH:13]=[CH:12][CH:11]=2)[CH2:7]1.C(=O)(O)[O-].[Na+]. (2) The reactants are: I[C:2]1[C:10]2[C:5](=[CH:6][CH:7]=[C:8]([NH:11][S:12]([C:15]3[CH:20]=[CH:19][CH:18]=[CH:17][C:16]=3[S:21]([CH3:24])(=[O:23])=[O:22])(=[O:14])=[O:13])[CH:9]=2)[N:4](C(OC(C)(C)C)=O)[N:3]=1.[Cl:32][C:33]1[CH:38]=[CH:37][C:36](/[CH:39]=[CH:40]/B(O)O)=[CH:35][CH:34]=1.C(=O)([O-])O.[Na+]. Given the product [Cl:32][C:33]1[CH:38]=[CH:37][C:36](/[CH:39]=[CH:40]/[C:2]2[C:10]3[C:5](=[CH:6][CH:7]=[C:8]([NH:11][S:12]([C:15]4[CH:20]=[CH:19][CH:18]=[CH:17][C:16]=4[S:21]([CH3:24])(=[O:22])=[O:23])(=[O:13])=[O:14])[CH:9]=3)[NH:4][N:3]=2)=[CH:35][CH:34]=1, predict the reactants needed to synthesize it. (3) Given the product [C:1]([O:5][C:6]([N:8]1[CH2:9][CH2:10][C:11](=[O:14])[CH2:12][CH2:13]1)=[O:7])([CH3:4])([CH3:2])[CH3:3], predict the reactants needed to synthesize it. The reactants are: [C:1]([O:5][C:6]([N:8]1[CH2:13][CH2:12][CH:11]([OH:14])[CH2:10][CH2:9]1)=[O:7])([CH3:4])([CH3:3])[CH3:2].C[N+]1([O-])CCOCC1.